From a dataset of Catalyst prediction with 721,799 reactions and 888 catalyst types from USPTO. Predict which catalyst facilitates the given reaction. (1) Reactant: [C:1]([O:5][C:6]([N:8]1[CH2:13][CH2:12][N:11]([C:14]2[CH:22]=[CH:21][C:17]([C:18](O)=[O:19])=[CH:16][N:15]=2)[CH2:10][CH2:9]1)=[O:7])([CH3:4])([CH3:3])[CH3:2].CN([C:26]([O:30][N:31]1N=NC2C=CC=N[C:32]1=2)=[N+](C)C)C.F[P-](F)(F)(F)(F)F.C(N(CC)C(C)C)(C)C.Cl.CNOC. Product: [CH3:26][O:30][N:31]([CH3:32])[C:18]([C:17]1[CH:21]=[CH:22][C:14]([N:11]2[CH2:12][CH2:13][N:8]([C:6]([O:5][C:1]([CH3:4])([CH3:2])[CH3:3])=[O:7])[CH2:9][CH2:10]2)=[N:15][CH:16]=1)=[O:19]. The catalyst class is: 3. (2) Reactant: [OH:1][C:2]1[C:12]2[O:11][CH2:10][CH2:9][NH:8][C:7](=[O:13])[C:6]=2[CH:5]=[CH:4][CH:3]=1.[CH2:14](Br)[C:15]1[CH:20]=[CH:19][CH:18]=[CH:17][CH:16]=1.C(=O)([O-])[O-].[K+].[K+]. Product: [C:15]1([CH2:14][O:1][C:2]2[C:12]3[O:11][CH2:10][CH2:9][NH:8][C:7](=[O:13])[C:6]=3[CH:5]=[CH:4][CH:3]=2)[CH:20]=[CH:19][CH:18]=[CH:17][CH:16]=1. The catalyst class is: 18. (3) Reactant: [C:1]1([P:7](=[O:10])([OH:9])[OH:8])[CH:6]=[CH:5][CH:4]=[CH:3][CH:2]=1.O.O.C([O-])(=O)C.[Zn+2:17].C([O-])(=O)C. Product: [C:1]1([P:7](=[O:8])([O-:10])[O-:9])[CH:6]=[CH:5][CH:4]=[CH:3][CH:2]=1.[Zn+2:17]. The catalyst class is: 6. (4) Reactant: [N:1]1[CH:6]=[CH:5][C:4]([C:7]2[N:11]=[C:10]([CH2:12][NH:13][C:14]([C:16]3[S:17][CH:18]=[CH:19][CH:20]=3)=[O:15])[NH:9][N:8]=2)=[CH:3][CH:2]=1.[CH3:21][Si](C=[N+]=[N-])(C)C.C1COCC1. Product: [CH3:21][N:9]1[C:10]([CH2:12][NH:13][C:14]([C:16]2[S:17][CH:18]=[CH:19][CH:20]=2)=[O:15])=[N:11][C:7]([C:4]2[CH:3]=[CH:2][N:1]=[CH:6][CH:5]=2)=[N:8]1. The catalyst class is: 5.